Predict the reactants needed to synthesize the given product. From a dataset of Full USPTO retrosynthesis dataset with 1.9M reactions from patents (1976-2016). (1) Given the product [CH:18]1([CH2:24][N:25]2[C:29]3[CH:30]=[CH:31][C:32]([C:34]([N:5]4[CH2:4][C@@:3]([CH3:2])([OH:8])[CH2:7][O:6]4)=[O:35])=[CH:33][C:28]=3[N:27]=[C:26]2[C:37]([CH3:40])([CH3:41])[CH2:38][CH3:39])[CH2:19][CH2:20][CH2:21][CH2:22][CH2:23]1, predict the reactants needed to synthesize it. The reactants are: Cl.[CH3:2][C@:3]1([OH:8])[CH2:7][O:6][NH:5][CH2:4]1.C(N(C(C)C)CC)(C)C.[CH:18]1([CH2:24][N:25]2[C:29]3[CH:30]=[CH:31][C:32]([C:34](O)=[O:35])=[CH:33][C:28]=3[N:27]=[C:26]2[C:37]([CH3:41])([CH3:40])[CH2:38][CH3:39])[CH2:23][CH2:22][CH2:21][CH2:20][CH2:19]1.CN(C(ON1N=NC2C=CC=NC1=2)=[N+](C)C)C.F[P-](F)(F)(F)(F)F. (2) Given the product [CH2:1]([O:8][C:9]1[CH:14]=[C:13]([O:15][CH2:16][C:17]2[CH:22]=[CH:21][CH:20]=[CH:19][CH:18]=2)[C:12]([CH:23]([CH3:25])[CH3:24])=[CH:11][C:10]=1[C:26]1[O:30][N:29]=[C:28]([C:31]([NH:33][CH2:34][CH3:35])=[O:32])[C:27]=1[C:36]1[N:37]=[C:40]([OH:41])[O:39][N:38]=1)[C:2]1[CH:7]=[CH:6][CH:5]=[CH:4][CH:3]=1, predict the reactants needed to synthesize it. The reactants are: [CH2:1]([O:8][C:9]1[CH:14]=[C:13]([O:15][CH2:16][C:17]2[CH:22]=[CH:21][CH:20]=[CH:19][CH:18]=2)[C:12]([CH:23]([CH3:25])[CH3:24])=[CH:11][C:10]=1[C:26]1[O:30][N:29]=[C:28]([C:31]([NH:33][CH2:34][CH3:35])=[O:32])[C:27]=1[C:36](=[N:38][OH:39])[NH2:37])[C:2]1[CH:7]=[CH:6][CH:5]=[CH:4][CH:3]=1.[C:40](=O)([O-])[O-:41].[K+].[K+].ClC(OCC)=O. (3) Given the product [CH3:31][O:30][C:28](=[O:29])[N:12]([S:13]([CH3:16])(=[O:15])=[O:14])[N:11]1[C:10](=[O:17])[C:9]2[C:4](=[CH:5][C:6]([C:23]([F:25])([F:26])[F:24])=[C:7]([C@H:18]3[CH2:22][CH2:21][CH2:20][O:19]3)[CH:8]=2)[NH:3][C:2]1=[O:1], predict the reactants needed to synthesize it. The reactants are: [O:1]=[C:2]1[N:11]([NH:12][S:13]([CH3:16])(=[O:15])=[O:14])[C:10](=[O:17])[C:9]2[C:4](=[CH:5][C:6]([C:23]([F:26])([F:25])[F:24])=[C:7]([C@H:18]3[CH2:22][CH2:21][CH2:20][O:19]3)[CH:8]=2)[NH:3]1.Cl[C:28]([O:30][CH3:31])=[O:29].